From a dataset of Full USPTO retrosynthesis dataset with 1.9M reactions from patents (1976-2016). Predict the reactants needed to synthesize the given product. Given the product [CH2:3]([N:10]1[CH2:15][CH2:14][N:13]([CH2:16][C:17]2[CH:22]=[CH:21][CH:20]=[CH:19][CH:18]=2)[CH2:12][CH:11]1[CH2:23][O:24][CH3:25])[C:4]1[CH:5]=[CH:6][CH:7]=[CH:8][CH:9]=1, predict the reactants needed to synthesize it. The reactants are: [H-].[Na+].[CH2:3]([N:10]1[CH2:15][CH2:14][N:13]([CH2:16][C:17]2[CH:22]=[CH:21][CH:20]=[CH:19][CH:18]=2)[CH2:12][CH:11]1[CH2:23][OH:24])[C:4]1[CH:9]=[CH:8][CH:7]=[CH:6][CH:5]=1.[CH3:25]I.O.